This data is from Catalyst prediction with 721,799 reactions and 888 catalyst types from USPTO. The task is: Predict which catalyst facilitates the given reaction. (1) Reactant: [OH-].[Na+].C[O:4][C:5](=[O:49])[CH:6]([NH:35][C:36](=[O:48])[C:37]1[CH:42]=[C:41]([C:43]([F:46])([F:45])[F:44])[CH:40]=[CH:39][C:38]=1[F:47])[CH2:7][S:8][CH2:9][C:10]1[CH:15]=[CH:14][C:13]([C:16]2[CH:21]=[CH:20][C:19]([C:22]3[C:27]4[O:28][C:29]5[CH:34]=[CH:33][CH:32]=[CH:31][C:30]=5[C:26]=4[CH:25]=[CH:24][CH:23]=3)=[CH:18][CH:17]=2)=[CH:12][CH:11]=1.Cl. Product: [CH:25]1[C:26]2[C:30]3[CH:31]=[CH:32][CH:33]=[CH:34][C:29]=3[O:28][C:27]=2[C:22]([C:19]2[CH:18]=[CH:17][C:16]([C:13]3[CH:14]=[CH:15][C:10]([CH2:9][S:8][CH2:7][CH:6]([NH:35][C:36](=[O:48])[C:37]4[CH:42]=[C:41]([C:43]([F:46])([F:44])[F:45])[CH:40]=[CH:39][C:38]=4[F:47])[C:5]([OH:49])=[O:4])=[CH:11][CH:12]=3)=[CH:21][CH:20]=2)=[CH:23][CH:24]=1. The catalyst class is: 193. (2) Reactant: [CH2:1]([O:3][C:4](=[O:19])[CH:5]([C:11]([C:13]1[CH:18]=[CH:17][N:16]=[CH:15][CH:14]=1)=O)[C:6]([CH:8]1[CH2:10][CH2:9]1)=O)[CH3:2].Cl.[NH2:21][NH2:22].O.O1CCOCC1.Cl. Product: [CH2:1]([O:3][C:4]([C:5]1[C:11]([C:13]2[CH:18]=[CH:17][N:16]=[CH:15][CH:14]=2)=[N:21][NH:22][C:6]=1[CH:8]1[CH2:10][CH2:9]1)=[O:19])[CH3:2]. The catalyst class is: 8. (3) Reactant: Br[C:2]1[CH:7]=[C:6]([Cl:8])[CH:5]=[CH:4][C:3]=1[O:9][CH3:10].C([Li])CCC.[C:16]([N:23]1[CH2:28][CH2:27][C:26](=[O:29])[CH2:25][CH2:24]1)([O:18][C:19]([CH3:22])([CH3:21])[CH3:20])=[O:17].S([O-])(O)(=O)=O.[Na+].S([O-])([O-])(=O)=O.[Na+].[Na+]. Product: [Cl:8][C:6]1[CH:5]=[CH:4][C:3]([O:9][CH3:10])=[C:2]([C:26]2([OH:29])[CH2:25][CH2:24][N:23]([C:16]([O:18][C:19]([CH3:21])([CH3:20])[CH3:22])=[O:17])[CH2:28][CH2:27]2)[CH:7]=1. The catalyst class is: 188. (4) Reactant: [CH3:1][O:2][C:3]1[CH:8]=[C:7]([CH2:9][O:10][CH3:11])[CH:6]=[C:5]([O:12][CH3:13])[C:4]=1[C:14]1[N:19]2[N:20]=[C:21]([CH2:26][CH3:27])[C:22]([N+:23]([O-])=O)=[C:18]2[CH:17]=[CH:16][CH:15]=1.C(O)C.O. Product: [CH3:13][O:12][C:5]1[CH:6]=[C:7]([CH2:9][O:10][CH3:11])[CH:8]=[C:3]([O:2][CH3:1])[C:4]=1[C:14]1[N:19]2[N:20]=[C:21]([CH2:26][CH3:27])[C:22]([NH2:23])=[C:18]2[CH:17]=[CH:16][CH:15]=1. The catalyst class is: 763. (5) Reactant: [NH2:1][C:2]1[CH:7]=[CH:6][C:5]([C:8]2[N:12]([CH3:13])[C:11]([C:14]#[N:15])=[CH:10][CH:9]=2)=[CH:4][C:3]=1[F:16].[CH2:17]([S:19](Cl)(=[O:21])=[O:20])[CH3:18].O. Product: [C:14]([C:11]1[N:12]([CH3:13])[C:8]([C:5]2[CH:6]=[CH:7][C:2]([NH:1][S:19]([CH2:17][CH3:18])(=[O:21])=[O:20])=[C:3]([F:16])[CH:4]=2)=[CH:9][CH:10]=1)#[N:15]. The catalyst class is: 300. (6) Reactant: [N+:1]([C:4]1[CH:5]=[CH:6][CH:7]=[C:8]2[C:13]=1[N:12]=[CH:11][CH:10]=[C:9]2[C:14]1[C:22]2[C:17](=[CH:18][CH:19]=[C:20]([CH3:23])[CH:21]=2)[N:16]([CH2:24][C:25]([O:27]CC)=[O:26])[C:15]=1[CH3:30])([O-:3])=[O:2].[OH-].[Na+]. The catalyst class is: 1. Product: [N+:1]([C:4]1[CH:5]=[CH:6][CH:7]=[C:8]2[C:13]=1[N:12]=[CH:11][CH:10]=[C:9]2[C:14]1[C:22]2[C:17](=[CH:18][CH:19]=[C:20]([CH3:23])[CH:21]=2)[N:16]([CH2:24][C:25]([OH:27])=[O:26])[C:15]=1[CH3:30])([O-:3])=[O:2]. (7) Reactant: [CH2:1]([O:3][C:4](=[O:19])[NH:5][C:6]1[CH:11]=[CH:10][C:9]([S:12](Cl)(=[O:14])=[O:13])=[CH:8][C:7]=1[N+:16]([O-:18])=[O:17])[CH3:2].C(N(C(C)C)CC)(C)C.[CH2:29]([NH2:36])[C:30]1[CH:35]=[CH:34][CH:33]=[CH:32][CH:31]=1. Product: [CH2:1]([O:3][C:4](=[O:19])[NH:5][C:6]1[CH:11]=[CH:10][C:9]([S:12](=[O:14])(=[O:13])[NH:36][CH2:29][C:30]2[CH:35]=[CH:34][CH:33]=[CH:32][CH:31]=2)=[CH:8][C:7]=1[N+:16]([O-:18])=[O:17])[CH3:2]. The catalyst class is: 4.